From a dataset of Full USPTO retrosynthesis dataset with 1.9M reactions from patents (1976-2016). Predict the reactants needed to synthesize the given product. (1) The reactants are: [C:1]([O:5][C:6](=[O:18])[NH:7][C:8]1[CH:13]=[CH:12][C:11](I)=[CH:10][C:9]=1[N+:15]([O-:17])=[O:16])([CH3:4])([CH3:3])[CH3:2].B1(B2OC(C)(C)C(C)(C)O2)OC(C)(C)C(C)(C)O1.I[C:38]1[CH:43]=[CH:42][C:41]([CH3:44])=[CH:40][CH:39]=1. Given the product [C:1]([O:5][C:6](=[O:18])[NH:7][C:8]1[CH:13]=[CH:12][C:11]([C:38]2[CH:43]=[CH:42][C:41]([CH3:44])=[CH:40][CH:39]=2)=[CH:10][C:9]=1[N+:15]([O-:17])=[O:16])([CH3:4])([CH3:3])[CH3:2], predict the reactants needed to synthesize it. (2) Given the product [CH3:4][O:5][C:6]1[CH:7]=[C:8]2[C:12]([CH:17]([C:16]([Cl:21])([Cl:20])[Cl:15])[O:10][C:9]2=[O:11])=[CH:13][CH:14]=1, predict the reactants needed to synthesize it. The reactants are: [Cl-].[Cl-].[Ca+2].[CH3:4][O:5][C:6]1[CH:7]=[C:8]([CH:12]=[CH:13][CH:14]=1)[C:9]([OH:11])=[O:10].[Cl:15][C:16]([Cl:21])([Cl:20])[CH:17](O)O.OS(O)(=O)=O.